This data is from Catalyst prediction with 721,799 reactions and 888 catalyst types from USPTO. The task is: Predict which catalyst facilitates the given reaction. (1) Reactant: [CH3:1][O:2][C:3]1[CH:38]=[CH:37][C:6]([C:7]([NH:9][C:10]2[C:14]3[N:15]=[C:16]([C:18](=[O:29])[NH:19][C:20]([CH3:28])([C:22]4[CH:27]=[CH:26][CH:25]=[CH:24][CH:23]=4)[CH3:21])[S:17][C:13]=3[N:12](C(OC(C)(C)C)=O)[N:11]=2)=[O:8])=[CH:5][CH:4]=1.Cl.[Cl-].[Na+]. Product: [CH3:28][C:20]([NH:19][C:18]([C:16]1[S:17][C:13]2[NH:12][N:11]=[C:10]([NH:9][C:7](=[O:8])[C:6]3[CH:5]=[CH:4][C:3]([O:2][CH3:1])=[CH:38][CH:37]=3)[C:14]=2[N:15]=1)=[O:29])([C:22]1[CH:27]=[CH:26][CH:25]=[CH:24][CH:23]=1)[CH3:21]. The catalyst class is: 714. (2) Reactant: [Cl:1][C:2]1[CH:7]=[CH:6][C:5]([NH:8][S:9]([C:12]2[CH:21]=[CH:20][C:19]([O:22][CH3:23])=[C:18]3[C:13]=2[CH2:14][CH2:15][C@H:16]([NH:24][C:25](=O)OCC)[CH2:17]3)(=[O:11])=[O:10])=[CH:4][CH:3]=1.[H-].[Al+3].[Li+].[H-].[H-].[H-]. Product: [Cl:1][C:2]1[CH:3]=[CH:4][C:5]([NH:8][S:9]([C:12]2[C:13]3[CH2:14][CH2:15][C@H:16]([NH:24][CH3:25])[CH2:17][C:18]=3[C:19]([O:22][CH3:23])=[CH:20][CH:21]=2)(=[O:11])=[O:10])=[CH:6][CH:7]=1. The catalyst class is: 1.